From a dataset of Catalyst prediction with 721,799 reactions and 888 catalyst types from USPTO. Predict which catalyst facilitates the given reaction. (1) Reactant: [OH:1][CH2:2][C@H:3]1[CH2:14][CH2:13][C:12]2[S:11][C:10]3[N:9]=[CH:8][N:7]=[C:6]([O:15][CH:16]4[CH2:21][CH2:20][C:19](=[O:22])[CH2:18][CH2:17]4)[C:5]=3[C:4]1=2.[CH3:23][S:24](Cl)(=[O:26])=[O:25].C(N(CC)CC)C. Product: [CH3:23][S:24]([O:1][CH2:2][C@H:3]1[CH2:14][CH2:13][C:12]2[S:11][C:10]3[N:9]=[CH:8][N:7]=[C:6]([O:15][CH:16]4[CH2:21][CH2:20][C:19](=[O:22])[CH2:18][CH2:17]4)[C:5]=3[C:4]1=2)(=[O:26])=[O:25]. The catalyst class is: 2. (2) Reactant: [CH3:1][O:2][C:3]([C:5]1[CH:14]=[CH:13][C:12]2[C:7](=[C:8]([C:15]3[C:24]4[C:19](=[C:20]([CH2:25]OC(=O)C)[CH:21]=[CH:22][CH:23]=4)[CH:18]=[CH:17][CH:16]=3)[CH:9]=[CH:10][CH:11]=2)[N:6]=1)=[O:4]. Product: [CH3:1][O:2][C:3]([C:5]1[CH:14]=[CH:13][C:12]2[C:7](=[C:8]([C:15]3[C:24]4[C:19](=[C:20]([CH3:25])[CH:21]=[CH:22][CH:23]=4)[CH:18]=[CH:17][CH:16]=3)[CH:9]=[CH:10][CH:11]=2)[N:6]=1)=[O:4]. The catalyst class is: 19. (3) Reactant: CC(C)([O-])C.[K+].[CH:7]([N:10]1[CH2:15][CH2:14][N:13]([CH2:16][CH2:17][OH:18])[CH2:12][CH2:11]1)([CH3:9])[CH3:8].C(O)(C)(C)C.F[C:25]1[CH:30]=[CH:29][N:28]2[C:31]([C:34]([NH:36][C:37]3[CH:45]=[CH:44][CH:43]=[C:42]4[C:38]=3[C:39]([CH2:54][CH3:55])=[N:40][N:41]4[CH2:46][C:47]3[CH:52]=[CH:51][CH:50]=[C:49]([CH3:53])[N:48]=3)=[O:35])=[CH:32][N:33]=[C:27]2[CH:26]=1. Product: [CH2:54]([C:39]1[C:38]2[C:42](=[CH:43][CH:44]=[CH:45][C:37]=2[NH:36][C:34]([C:31]2[N:28]3[CH:29]=[CH:30][C:25]([O:18][CH2:17][CH2:16][N:13]4[CH2:12][CH2:11][N:10]([CH:7]([CH3:9])[CH3:8])[CH2:15][CH2:14]4)=[CH:26][C:27]3=[N:33][CH:32]=2)=[O:35])[N:41]([CH2:46][C:47]2[CH:52]=[CH:51][CH:50]=[C:49]([CH3:53])[N:48]=2)[N:40]=1)[CH3:55]. The catalyst class is: 6. (4) Reactant: [N:1]([CH2:4][CH2:5][N:6]1[C:10]2[CH:11]=[CH:12][CH:13]=[CH:14][C:9]=2[N:8]=[C:7]1[CH2:15][N:16]1[C:20]2[CH:21]=[CH:22][CH:23]=[CH:24][C:19]=2[N:18]=[N:17]1)=[N+]=[N-]. Product: [N:16]1([CH2:15][C:7]2[N:6]([CH2:5][CH2:4][NH2:1])[C:10]3[CH:11]=[CH:12][CH:13]=[CH:14][C:9]=3[N:8]=2)[C:20]2[CH:21]=[CH:22][CH:23]=[CH:24][C:19]=2[N:18]=[N:17]1. The catalyst class is: 43. (5) Reactant: [OH-].[Na+].[CH2:3]([NH:10][C:11](=[O:33])[N:12]([C:14]1[CH:15]=[C:16]([C:20]2[N:25]=[CH:24][C:23]([CH2:26][CH2:27][C:28]([O:30]CC)=[O:29])=[CH:22][CH:21]=2)[CH:17]=[CH:18][CH:19]=1)[CH3:13])[CH2:4][CH2:5][CH2:6][CH2:7][CH2:8][CH3:9].O1CCCC1.CO.O. Product: [CH2:3]([NH:10][C:11](=[O:33])[N:12]([C:14]1[CH:15]=[C:16]([C:20]2[N:25]=[CH:24][C:23]([CH2:26][CH2:27][C:28]([OH:30])=[O:29])=[CH:22][CH:21]=2)[CH:17]=[CH:18][CH:19]=1)[CH3:13])[CH2:4][CH2:5][CH2:6][CH2:7][CH2:8][CH3:9]. The catalyst class is: 15. (6) Reactant: [OH:1][CH2:2][CH2:3][CH2:4][S:5][C:6]1[C:15]2[C:10](=[CH:11][CH:12]=[C:13]([I:16])[CH:14]=2)[N:9]=[CH:8][C:7]=1[C:17]#[N:18].N1C=CN=C1.[Si:24](Cl)([C:27]([CH3:30])([CH3:29])[CH3:28])([CH3:26])[CH3:25]. Product: [C:27]([Si:24]([CH3:26])([CH3:25])[O:1][CH2:2][CH2:3][CH2:4][S:5][C:6]1[C:15]2[C:10](=[CH:11][CH:12]=[C:13]([I:16])[CH:14]=2)[N:9]=[CH:8][C:7]=1[C:17]#[N:18])([CH3:30])([CH3:29])[CH3:28]. The catalyst class is: 3. (7) Reactant: [NH:1]1C2C(=CC=CC=2)[C:4](=[O:5])[C:2]1=O.Cl.NO.S([O-])([O-])(=O)=O.[Na+].[Na+].Cl.[I:23][C:24]1[CH:30]=[CH:29][CH:28]=[CH:27][C:25]=1[NH2:26].ClC(Cl)(Cl)C(O)[OH:34]. Product: [OH:34][N:1]=[CH:2][C:4]([NH:26][C:25]1[CH:27]=[CH:28][CH:29]=[CH:30][C:24]=1[I:23])=[O:5]. The catalyst class is: 6.